Dataset: Catalyst prediction with 721,799 reactions and 888 catalyst types from USPTO. Task: Predict which catalyst facilitates the given reaction. (1) Reactant: C(OC([NH:8][C:9]1[N:14]=[CH:13][C:12]([CH2:15][C@H:16]([NH:24][C:25]([NH:27][C@@H:28]2[CH2:43][C:42]3=[CH:44][CH:45]=[C:39]([CH:40]=[CH:41]3)[O:38][CH2:37][CH2:36][CH2:35][CH2:34][O:33][CH2:32][C@H:31]([CH:46]([CH3:48])[CH3:47])[NH:30][C:29]2=[O:49])=[O:26])[C:17]([O:19]C(C)(C)C)=[O:18])=[CH:11][CH:10]=1)=O)(C)(C)C.C(O)(C(F)(F)F)=O. Product: [NH2:8][C:9]1[N:14]=[CH:13][C:12]([CH2:15][C@H:16]([NH:24][C:25]([NH:27][C@@H:28]2[CH2:43][C:42]3=[CH:41][CH:40]=[C:39]([CH:45]=[CH:44]3)[O:38][CH2:37][CH2:36][CH2:35][CH2:34][O:33][CH2:32][C@H:31]([CH:46]([CH3:47])[CH3:48])[NH:30][C:29]2=[O:49])=[O:26])[C:17]([OH:19])=[O:18])=[CH:11][CH:10]=1. The catalyst class is: 4. (2) Reactant: [CH2:1]([O:8][CH2:9][CH2:10][NH:11][S:12]([C:15]1[C:20]([Cl:21])=[CH:19][CH:18]=[C:17]([N+:22]([O-])=O)[C:16]=1[OH:25])(=[O:14])=[O:13])[C:2]1[CH:7]=[CH:6][CH:5]=[CH:4][CH:3]=1.S(S([O-])=O)([O-])=O.[Na+].[Na+].Cl. Product: [CH2:1]([O:8][CH2:9][CH2:10][NH:11][S:12]([C:15]1[C:20]([Cl:21])=[CH:19][CH:18]=[C:17]([NH2:22])[C:16]=1[OH:25])(=[O:14])=[O:13])[C:2]1[CH:3]=[CH:4][CH:5]=[CH:6][CH:7]=1. The catalyst class is: 554. (3) Reactant: [OH:1][CH2:2][CH2:3][N:4]([CH3:12])[C:5](=[O:11])[O:6][C:7]([CH3:10])([CH3:9])[CH3:8].CCN(CC)CC.[S:20](Cl)([C:23]1[CH:29]=[CH:28][C:26]([CH3:27])=[CH:25][CH:24]=1)(=[O:22])=[O:21]. Product: [CH3:27][C:26]1[CH:28]=[CH:29][C:23]([S:20]([O:1][CH2:2][CH2:3][N:4]([C:5]([O:6][C:7]([CH3:8])([CH3:9])[CH3:10])=[O:11])[CH3:12])(=[O:22])=[O:21])=[CH:24][CH:25]=1. The catalyst class is: 2. (4) Reactant: [N:1]1([C:7]2[N:12]=[CH:11][C:10]3[CH:13]=[CH:14][NH:15][C:9]=3[CH:8]=2)[CH2:6][CH2:5][O:4][CH2:3][CH2:2]1.[C:16]([O:20][C:21]([N:23]1[CH2:28][CH2:27][C:26](=O)[CH2:25][CH2:24]1)=[O:22])([CH3:19])([CH3:18])[CH3:17].[OH-].[K+]. Product: [C:16]([O:20][C:21]([N:23]1[CH2:24][CH:25]=[C:26]([C:13]2[C:10]3[CH:11]=[N:12][C:7]([N:1]4[CH2:2][CH2:3][O:4][CH2:5][CH2:6]4)=[CH:8][C:9]=3[NH:15][CH:14]=2)[CH2:27][CH2:28]1)=[O:22])([CH3:19])([CH3:17])[CH3:18]. The catalyst class is: 5.